This data is from Forward reaction prediction with 1.9M reactions from USPTO patents (1976-2016). The task is: Predict the product of the given reaction. (1) Given the reactants Cl[C:2]1[CH:7]=[C:6]([Cl:8])[N:5]=[CH:4][C:3]=1[C:9]([N:11]1[CH2:16][CH2:15][CH:14]([C:17]2[CH:22]=[CH:21][C:20]([F:23])=[CH:19][CH:18]=2)[CH2:13][CH2:12]1)=[O:10].[N:24]1[C:33]2[C:28](=[CH:29][C:30]([NH2:34])=[CH:31][CH:32]=2)[CH:27]=[CH:26][CH:25]=1, predict the reaction product. The product is: [Cl:8][C:6]1[N:5]=[CH:4][C:3]([C:9]([N:11]2[CH2:16][CH2:15][CH:14]([C:17]3[CH:22]=[CH:21][C:20]([F:23])=[CH:19][CH:18]=3)[CH2:13][CH2:12]2)=[O:10])=[C:2]([NH:34][C:30]2[CH:29]=[C:28]3[C:33](=[CH:32][CH:31]=2)[N:24]=[CH:25][CH:26]=[CH:27]3)[CH:7]=1. (2) Given the reactants [N+:1]([C:4]1[CH:5]=[C:6](/[C:10](=N/[S@@](C(C)(C)C)=O)/[CH3:11])[CH:7]=[CH:8][CH:9]=1)([O-:3])=[O:2].[C:19]([O:22][CH3:23])(=[O:21])[CH3:20], predict the reaction product. The product is: [CH3:23][O:22][C:19](=[O:21])[CH2:20][CH:10]([C:6]1[CH:7]=[CH:8][CH:9]=[C:4]([N+:1]([O-:3])=[O:2])[CH:5]=1)[CH3:11]. (3) Given the reactants [CH3:1][CH:2]([S:4]([NH:7][CH:8]1[CH2:13][CH2:12][CH2:11][CH:10]=[C:9]1[C:14]1[CH:19]=[CH:18][C:17](OS(OC(F)(F)F)=O)=[CH:16][CH:15]=1)(=[O:6])=[O:5])[CH3:3].[C:28]([C:30]1[CH:35]=[CH:34][C:33](Br)=[CH:32][CH:31]=1)#[N:29], predict the reaction product. The product is: [CH3:1][CH:2]([S:4]([NH:7][CH:8]1[C:9]([C:14]2[CH:19]=[CH:18][C:17]([C:33]3[CH:34]=[CH:35][C:30]([C:28]#[N:29])=[CH:31][CH:32]=3)=[CH:16][CH:15]=2)=[CH:10][CH2:11][CH2:12][CH2:13]1)(=[O:6])=[O:5])[CH3:3]. (4) Given the reactants [C:1]1([OH:7])[CH:6]=[CH:5][CH:4]=[CH:3][CH:2]=1.C1(C)C=CC=CC=1.[H-].[Na+].[CH2:17]([C:19]1[CH:24]=[C:23]([CH3:25])[CH:22]=[C:21]([CH2:26][CH3:27])[C:20]=1[C:28]1[C:29](=[O:40])[N:30]([CH3:39])[N:31]=[C:32]([CH3:38])[C:33]=1S(C)(=O)=O)[CH3:18], predict the reaction product. The product is: [CH2:17]([C:19]1[CH:24]=[C:23]([CH3:25])[CH:22]=[C:21]([CH2:26][CH3:27])[C:20]=1[C:28]1[C:29](=[O:40])[N:30]([CH3:39])[N:31]=[C:32]([CH3:38])[C:33]=1[O:7][C:1]1[CH:6]=[CH:5][CH:4]=[CH:3][CH:2]=1)[CH3:18]. (5) The product is: [CH2:1]([NH:5][C:6]([CH:8]1[C:16]([CH3:24])([CH3:17])[C:15]2[C:10](=[CH:11][CH:12]=[CH:13][CH:14]=2)[N:9]1[C:18](=[O:23])[C@@H:19]([NH2:22])[CH2:20][CH3:21])=[O:7])[CH2:2][CH2:3][CH3:4]. Given the reactants [CH2:1]([NH:5][C:6]([C@@H:8]1[C@H:16]([CH3:17])[C:15]2[C:10](=[CH:11][CH:12]=[CH:13][CH:14]=2)[N:9]1[C:18](=[O:23])[C@@H:19]([NH2:22])[CH2:20][CH3:21])=[O:7])[CH2:2][CH2:3][CH3:4].[CH2:24](NC([C@H]1[C@@H](C)C2C(=CC=CC=2)N1C(=O)[C@@H](N)CC)=O)CCC, predict the reaction product. (6) Given the reactants [F:1][C:2]([F:20])([F:19])[C:3]([NH:5][C:6]1[N:7]=[C:8]2[CH:13]=[CH:12][C:11]([C:14](OC)=[O:15])=[CH:10][N:9]2[CH:18]=1)=[O:4].[H-].[Al+3].[Li+].[H-].[H-].[H-], predict the reaction product. The product is: [F:20][C:2]([F:1])([F:19])[C:3]([NH:5][C:6]1[N:7]=[C:8]2[CH:13]=[CH:12][C:11]([CH2:14][OH:15])=[CH:10][N:9]2[CH:18]=1)=[O:4]. (7) Given the reactants [C:1]1([CH2:7][CH2:8][CH2:9][CH:10]([NH:20][C:21](=[O:34])[CH2:22][CH2:23][CH2:24][CH2:25][NH:26]C(OC(C)(C)C)=O)[CH2:11][CH2:12][CH2:13][C:14]2[CH:19]=[CH:18][CH:17]=[CH:16][CH:15]=2)[CH:6]=[CH:5][CH:4]=[CH:3][CH:2]=1.FC(F)(F)C(O)=O, predict the reaction product. The product is: [C:14]1([CH2:13][CH2:12][CH2:11][CH:10]([NH:20][C:21](=[O:34])[CH2:22][CH2:23][CH2:24][CH2:25][NH2:26])[CH2:9][CH2:8][CH2:7][C:1]2[CH:2]=[CH:3][CH:4]=[CH:5][CH:6]=2)[CH:15]=[CH:16][CH:17]=[CH:18][CH:19]=1. (8) Given the reactants [F:1][CH:2]([F:27])[O:3][C:4]1[CH:9]=[CH:8][C:7]([C:10]2[CH:11]=[N:12][C:13]([NH:16][C:17]3[CH:22]=[CH:21][C:20]([CH3:23])=[C:19]([N+:24]([O-])=O)[CH:18]=3)=[N:14][CH:15]=2)=[CH:6][CH:5]=1.O.O.Cl[Sn]Cl, predict the reaction product. The product is: [F:27][CH:2]([F:1])[O:3][C:4]1[CH:9]=[CH:8][C:7]([C:10]2[CH:15]=[N:14][C:13]([NH:16][C:17]3[CH:22]=[CH:21][C:20]([CH3:23])=[C:19]([NH2:24])[CH:18]=3)=[N:12][CH:11]=2)=[CH:6][CH:5]=1. (9) Given the reactants Cl.Cl.[CH2:3]([NH2:7])[C@H:4]([NH2:6])[CH3:5].CO.O.[C:11](O[C:11]([O:13][C:14]([CH3:17])([CH3:16])[CH3:15])=[O:12])([O:13][C:14]([CH3:17])([CH3:16])[CH3:15])=[O:12].[OH-].[Na+], predict the reaction product. The product is: [C:14]([O:13][C:11](=[O:12])[NH:7][CH2:3][C@H:4]([NH2:6])[CH3:5])([CH3:17])([CH3:16])[CH3:15]. (10) Given the reactants [N:1]([CH:4]([C:12]1[CH:17]=[CH:16][C:15]([O:18][C:19]([F:22])([F:21])[F:20])=[CH:14][CH:13]=1)[CH2:5][CH:6]1[CH2:11][CH2:10][O:9][CH2:8][CH2:7]1)=[N+]=[N-], predict the reaction product. The product is: [O:9]1[CH2:10][CH2:11][CH:6]([CH2:5][CH:4]([C:12]2[CH:17]=[CH:16][C:15]([O:18][C:19]([F:20])([F:21])[F:22])=[CH:14][CH:13]=2)[NH2:1])[CH2:7][CH2:8]1.